From a dataset of Reaction yield outcomes from USPTO patents with 853,638 reactions. Predict the reaction yield, written as a fraction of the theoretical maximum amount of product (1.0 means a 100% yield; for example, 0.34 means a 34% yield). (1) The reactants are Br[CH2:2][CH2:3][C:4]1[S:8][C:7]([C:9]([O:11][CH3:12])=[O:10])=[CH:6][CH:5]=1.[S:13]1C=CC=C1CC([O-])=O.[K+].[CH3:23][C:24](C)=[O:25]. No catalyst specified. The product is [C:24]([S:13][CH2:2][CH2:3][C:4]1[S:8][C:7]([C:9]([O:11][CH3:12])=[O:10])=[CH:6][CH:5]=1)(=[O:25])[CH3:23]. The yield is 0.920. (2) The yield is 1.00. The reactants are [NH:1]1[C:9]2[C:4](=[CH:5][CH:6]=[C:7]([CH:10]=O)[CH:8]=2)[CH:3]=[CH:2]1.[CH3:12][NH2:13].[BH4-].[Na+].O. The catalyst is CO. The product is [NH:1]1[C:9]2[C:4](=[CH:5][CH:6]=[C:7]([CH2:10][NH:13][CH3:12])[CH:8]=2)[CH:3]=[CH:2]1. (3) The reactants are COC(C1C=C(O)C2C(=C(OCC3C=CC=CC=3)C=CC=2Br)N=1)=O.[CH3:25][O:26][C:27]([C:29]1[C:38]([Br:39])=[C:37]([OH:40])[C:36]2[C:31](=[C:32]([O:41]CC3C=CC=CC=3)[CH:33]=[CH:34][CH:35]=2)[N:30]=1)=[O:28]. No catalyst specified. The product is [CH3:25][O:26][C:27]([C:29]1[C:38]([Br:39])=[C:37]([OH:40])[C:36]2[C:31](=[C:32]([OH:41])[CH:33]=[CH:34][CH:35]=2)[N:30]=1)=[O:28]. The yield is 0.800. (4) The reactants are [F:1][C:2]1[CH:7]=[C:6]([F:8])[CH:5]=[CH:4][C:3]=1[NH:9][C:10]([NH:12][C:13]1[CH:18]=[CH:17][C:16]([O:19][C:20]2[CH:25]=[CH:24][N:23]=[C:22]3[CH:26]=[C:27]([C:29]4[N:30]([CH3:40])[C:31]([CH2:34][NH:35][CH2:36][CH2:37][O:38][CH3:39])=[CH:32][N:33]=4)[S:28][C:21]=23)=[C:15]([F:41])[CH:14]=1)=[O:11].[C:42]([O:46][C:47]([NH:49][C@@H:50]([CH:54]([CH3:56])[CH3:55])[C:51](O)=[O:52])=[O:48])([CH3:45])([CH3:44])[CH3:43].CCN(C(C)C)C(C)C.CN(C(ON1N=NC2C=CC=NC1=2)=[N+](C)C)C.F[P-](F)(F)(F)(F)F. The catalyst is CN(C=O)C.CCOC(C)=O. The product is [F:1][C:2]1[CH:7]=[C:6]([F:8])[CH:5]=[CH:4][C:3]=1[NH:9][C:10](=[O:11])[NH:12][C:13]1[CH:18]=[CH:17][C:16]([O:19][C:20]2[CH:25]=[CH:24][N:23]=[C:22]3[CH:26]=[C:27]([C:29]4[N:30]([CH3:40])[C:31]([CH2:34][N:35]([CH2:36][CH2:37][O:38][CH3:39])[C:51](=[O:52])[C@@H:50]([NH:49][C:47](=[O:48])[O:46][C:42]([CH3:45])([CH3:44])[CH3:43])[CH:54]([CH3:56])[CH3:55])=[CH:32][N:33]=4)[S:28][C:21]=23)=[C:15]([F:41])[CH:14]=1. The yield is 0.530. (5) The reactants are [Br:1][C:2]1[CH:10]=[C:9]([C:11]([F:14])([F:13])[F:12])[CH:8]=[C:7]2[C:3]=1[CH:4]=[CH:5][NH:6]2.[H-].[Na+].Br[CH:18]([CH3:20])[CH3:19]. The catalyst is CN(C=O)C. The product is [Br:1][C:2]1[CH:10]=[C:9]([C:11]([F:12])([F:13])[F:14])[CH:8]=[C:7]2[C:3]=1[CH:4]=[CH:5][N:6]2[CH:18]([CH3:20])[CH3:19]. The yield is 0.400. (6) The reactants are C(OC([N:8]1[CH2:13][CH2:12][C:11]2[O:14][CH:15]=[CH:16][C:10]=2[CH2:9]1)=O)(C)(C)C.[ClH:17]. The catalyst is CO. The yield is 1.00. The product is [ClH:17].[O:14]1[C:11]2[CH2:12][CH2:13][NH:8][CH2:9][C:10]=2[CH:16]=[CH:15]1. (7) The reactants are [Br:1][C:2]1[CH:3]=[C:4]([C:8]([C:11]2[CH:15]=[C:14]([CH2:16][O:17][Si](C(C)(C)C)(C)C)[S:13][CH:12]=2)([OH:10])[CH3:9])[CH:5]=[CH:6][CH:7]=1. The catalyst is C1COCC1. The product is [Br:1][C:2]1[CH:3]=[C:4]([C:8]([C:11]2[CH:15]=[C:14]([CH2:16][OH:17])[S:13][CH:12]=2)([OH:10])[CH3:9])[CH:5]=[CH:6][CH:7]=1. The yield is 1.00.